Dataset: Reaction yield outcomes from USPTO patents with 853,638 reactions. Task: Predict the reaction yield, written as a fraction of the theoretical maximum amount of product (1.0 means a 100% yield; for example, 0.34 means a 34% yield). (1) The reactants are [Cl:1][C:2]1[CH:10]=[CH:9][C:8]([I:11])=[CH:7][C:3]=1[C:4](O)=[O:5].C1(C)C=CC=CC=1.[H-].C([Al+]CC(C)C)C(C)C.Cl. The catalyst is CO. The product is [Cl:1][C:2]1[CH:10]=[CH:9][C:8]([I:11])=[CH:7][C:3]=1[CH2:4][OH:5]. The yield is 0.340. (2) The reactants are [F:1][C:2]1[CH:7]=[C:6]([O:8][CH3:9])[C:5]([N+:10]([O-])=O)=[CH:4][C:3]=1[CH3:13]. The catalyst is C(O)C.[Pd]. The product is [F:1][C:2]1[C:3]([CH3:13])=[CH:4][C:5]([NH2:10])=[C:6]([O:8][CH3:9])[CH:7]=1. The yield is 0.990. (3) The reactants are [N+:1]([C:4]1[CH:9]=[CH:8][C:7]([CH2:10][CH:11]([NH2:22])[C:12]2[N:13]=[C:14]([C:17]3[S:18][CH:19]=[CH:20][CH:21]=3)[S:15][CH:16]=2)=[CH:6][CH:5]=1)([O-:3])=[O:2].[Cl:23][C:24]1[CH:25]=[C:26]([CH2:30][C:31](O)=[O:32])[CH:27]=[CH:28][CH:29]=1.ON1C2C=CC=CC=2N=N1.CN(C)CCCN=C=NCC.C(N(CC)CC)C. The catalyst is CN(C=O)C.O. The product is [Cl:23][C:24]1[CH:25]=[C:26]([CH2:30][C:31]([NH:22][C@H:11]([C:12]2[N:13]=[C:14]([C:17]3[S:18][CH:19]=[CH:20][CH:21]=3)[S:15][CH:16]=2)[CH2:10][C:7]2[CH:6]=[CH:5][C:4]([N+:1]([O-:3])=[O:2])=[CH:9][CH:8]=2)=[O:32])[CH:27]=[CH:28][CH:29]=1. The yield is 0.600. (4) The reactants are [CH2:1]([C:3]1[CH:4]=[CH:5][C:6]([CH:9]=[CH2:10])=[N:7][CH:8]=1)[CH3:2].BrN1C(=[O:17])CCC1=O.[OH-].[Na+].[OH:21][C:22]1[CH:29]=[CH:28][C:25]([CH:26]=[O:27])=[CH:24][CH:23]=1. The catalyst is C(O)(C)(C)C.O.C1(C)C=CC=CC=1. The product is [CH2:1]([C:3]1[CH:4]=[CH:5][C:6]([CH:9]([OH:17])[CH2:10][O:21][C:22]2[CH:29]=[CH:28][C:25]([CH:26]=[O:27])=[CH:24][CH:23]=2)=[N:7][CH:8]=1)[CH3:2]. The yield is 0.840. (5) The yield is 1.00. The catalyst is S(=O)(=O)(O)O. The reactants are [Br:1][C:2]1[CH:7]=[CH:6][C:5]([NH:8][C:9](=[O:15])[CH:10]=[CH:11]OCC)=[CH:4][CH:3]=1. The product is [Br:1][C:2]1[CH:3]=[C:4]2[C:5](=[CH:6][CH:7]=1)[NH:8][C:9](=[O:15])[CH:10]=[CH:11]2.